This data is from Forward reaction prediction with 1.9M reactions from USPTO patents (1976-2016). The task is: Predict the product of the given reaction. (1) Given the reactants Br[CH2:2][C:3]1[C:12]2[C:7](=[C:8]([F:14])[C:9]([F:13])=[CH:10][CH:11]=2)[NH:6][C:5](=[O:15])[CH:4]=1.[NH:16]1[C:20]2[CH:21]=[CH:22][CH:23]=[CH:24][C:19]=2[N:18]=[C:17]1[N:25]1[CH2:30][CH2:29][O:28][CH2:27][CH2:26]1, predict the reaction product. The product is: [F:13][C:9]1[C:8]([F:14])=[C:7]2[C:12]([C:3]([CH2:2][N:16]3[C:20]4[CH:21]=[CH:22][CH:23]=[CH:24][C:19]=4[N:18]=[C:17]3[N:25]3[CH2:26][CH2:27][O:28][CH2:29][CH2:30]3)=[CH:4][C:5](=[O:15])[NH:6]2)=[CH:11][CH:10]=1. (2) Given the reactants [CH2:1]([O:3][C:4]1[CH:12]=[C:11]2[C:7]([CH:8]=[C:9]([C:13]3[CH:18]=[CH:17][C:16]([N+:19]([O-:21])=[O:20])=[CH:15][CH:14]=3)[NH:10]2)=[CH:6][CH:5]=1)[CH3:2].C([O-])([O-])=O.[Cs+].[Cs+].CN(C=O)C.Br[CH2:34][CH:35]1[CH2:37][CH2:36]1, predict the reaction product. The product is: [CH:35]1([CH2:34][N:10]2[C:11]3[C:7](=[CH:6][CH:5]=[C:4]([O:3][CH2:1][CH3:2])[CH:12]=3)[CH:8]=[C:9]2[C:13]2[CH:14]=[CH:15][C:16]([N+:19]([O-:21])=[O:20])=[CH:17][CH:18]=2)[CH2:37][CH2:36]1. (3) The product is: [C:16]([C:3]1[CH:4]=[N:5][C:6]2[C:11]([C:2]=1[NH:18][C:19]1[CH:20]=[C:21]([C:2]3[C:11]4[C:6](=[C:7]([C:12]([F:14])([F:13])[F:15])[CH:8]=[CH:9][CH:10]=4)[N:5]=[CH:4][C:3]=3[C:16]#[N:17])[CH:22]=[CH:23][CH:24]=1)=[CH:10][CH:9]=[CH:8][C:7]=2[C:12]([F:15])([F:14])[F:13])#[N:17]. Given the reactants Cl[C:2]1[C:11]2[C:6](=[C:7]([C:12]([F:15])([F:14])[F:13])[CH:8]=[CH:9][CH:10]=2)[N:5]=[CH:4][C:3]=1[C:16]#[N:17].[NH2:18][C:19]1[CH:20]=[C:21](B(O)O)[CH:22]=[CH:23][CH:24]=1, predict the reaction product. (4) Given the reactants S(Cl)(Cl)=[O:2].[F:5][C:6]1[CH:7]=[C:8]([CH:11]=[C:12]([F:17])[C:13]=1[N+:14]([O-:16])=[O:15])[C:9]#N.[CH3:18][OH:19], predict the reaction product. The product is: [CH3:18][O:19][C:9](=[O:2])[C:8]1[CH:7]=[C:6]([F:5])[C:13]([N+:14]([O-:16])=[O:15])=[C:12]([F:17])[CH:11]=1.